Dataset: Reaction yield outcomes from USPTO patents with 853,638 reactions. Task: Predict the reaction yield, written as a fraction of the theoretical maximum amount of product (1.0 means a 100% yield; for example, 0.34 means a 34% yield). (1) The product is [Cl:11][CH2:12][CH2:13][O:4][C:5]1([C:9]#[N:10])[CH2:8][CH2:7][CH2:6]1. The reactants are CCC.[OH:4][C:5]1([C:9]#[N:10])[CH2:8][CH2:7][CH2:6]1.[Cl:11][CH2:12][CH2:13]O. The catalyst is O.[Cl-].[Zn+2].[Cl-]. The yield is 0.164. (2) The reactants are [Br:1][C:2]1[CH:3]=[C:4]([N:10]2[CH:14]=[C:13]([C:15]([OH:17])=O)[N:12]=[CH:11]2)[CH:5]=[C:6]([Br:9])[C:7]=1[OH:8].C(N(CC)CC)C.Cl.CN(C)CCCN=C=NCC.OC1C=CC=C[N+]=1[O-].[F:45][C:46]([F:57])([F:56])[O:47][C:48]1[CH:49]=[C:50]([CH:53]=[CH:54][CH:55]=1)[CH2:51][NH2:52]. The catalyst is C(Cl)(Cl)Cl. The product is [Br:9][C:6]1[CH:5]=[C:4]([N:10]2[CH:14]=[C:13]([C:15]([NH:52][CH2:51][C:50]3[CH:53]=[CH:54][CH:55]=[C:48]([O:47][C:46]([F:45])([F:56])[F:57])[CH:49]=3)=[O:17])[N:12]=[CH:11]2)[CH:3]=[C:2]([Br:1])[C:7]=1[OH:8]. The yield is 0.480. (3) The reactants are [Cl:1][C:2]1[CH:3]=[C:4]([S:8]([NH:11][C:12]2[CH:20]=[CH:19][C:15]([C:16]([OH:18])=[O:17])=[C:14]([OH:21])[CH:13]=2)(=[O:10])=[O:9])[S:5][C:6]=1[Cl:7]. The catalyst is C(O)CCCC. The product is [Cl:1][C:2]1[CH:3]=[C:4]([S:8]([NH:11][C:12]2[CH:20]=[CH:19][C:15]([C:16]([O:18][CH2:14][CH2:13][CH2:12][CH2:20][CH3:19])=[O:17])=[C:14]([OH:21])[CH:13]=2)(=[O:9])=[O:10])[S:5][C:6]=1[Cl:7]. The yield is 0.710. (4) The catalyst is O. The yield is 0.600. The reactants are [CH2:1]([O:8][C:9]1[CH:10]=[C:11]([O:27][C:28]2[CH:33]=[CH:32][C:31]([S:34]([CH3:37])(=[O:36])=[O:35])=[CH:30][CH:29]=2)[CH:12]=[C:13]2[C:17]=1[NH:16][C:15]([C:18]1[S:19][CH:20]([CH2:23][C:24]([OH:26])=O)[CH2:21][N:22]=1)=[CH:14]2)[C:2]1[CH:7]=[CH:6][CH:5]=[CH:4][CH:3]=1.Cl.C[N:40](C)CCCN=C=NCC.[NH4+].ON1C2C=CC=CC=2N=N1.CN(C)C=O. The product is [CH2:1]([O:8][C:9]1[CH:10]=[C:11]([O:27][C:28]2[CH:33]=[CH:32][C:31]([S:34]([CH3:37])(=[O:36])=[O:35])=[CH:30][CH:29]=2)[CH:12]=[C:13]2[C:17]=1[NH:16][C:15]([C:18]1[S:19][CH:20]([CH2:23][C:24]([NH2:40])=[O:26])[CH2:21][N:22]=1)=[CH:14]2)[C:2]1[CH:3]=[CH:4][CH:5]=[CH:6][CH:7]=1. (5) The reactants are [NH2:1][C:2]1[CH:9]=[CH:8][CH:7]=[C:6]([O:10][CH2:11][C@H:12]2[CH2:17][CH2:16][CH2:15][N:14]([C:18](=[O:23])[CH2:19][CH:20]([CH3:22])[CH3:21])[CH2:13]2)[C:3]=1[C:4]#[N:5].[S:24](Cl)(=[O:27])(=[O:26])[NH2:25].O. The catalyst is CC(N(C)C)=O. The product is [S:24]([NH:1][C:2]1[CH:9]=[CH:8][CH:7]=[C:6]([O:10][CH2:11][C@H:12]2[CH2:17][CH2:16][CH2:15][N:14]([C:18](=[O:23])[CH2:19][CH:20]([CH3:21])[CH3:22])[CH2:13]2)[C:3]=1[C:4]#[N:5])(=[O:27])(=[O:26])[NH2:25]. The yield is 0.870. (6) The reactants are N1C=CC=C(/[CH:7]=[CH:8]/[C:9]2[CH:14]=[CH:13][C:12]([C:15]3[N:20]4[N:21]=[C:22]([NH:24][C:25]([CH:27]5[CH2:29][CH2:28]5)=[O:26])[N:23]=[C:19]4[CH:18]=[CH:17][CH:16]=3)=[CH:11][CH:10]=2)C=1. The catalyst is CO.[Pd]. The product is [N:20]1[CH:15]=[CH:16][CH:17]=[CH:18][C:19]=1[CH2:7][CH2:8][C:9]1[CH:10]=[CH:11][C:12]([C:15]2[N:20]3[N:21]=[C:22]([NH:24][C:25]([CH:27]4[CH2:29][CH2:28]4)=[O:26])[N:23]=[C:19]3[CH:18]=[CH:17][CH:16]=2)=[CH:13][CH:14]=1. The yield is 1.00. (7) The reactants are [O:1]1[CH2:6][CH2:5][CH:4]([NH:7][C:8]2[NH:12][N:11]=[CH:10][CH:9]=2)[CH2:3][CH2:2]1.[C:13]([C:15]1[CH:20]=[CH:19][CH:18]=[CH:17][C:16]=1[C:21]1[CH:26]=[CH:25][C:24]([CH2:27][CH:28]([C:34](=O)[CH2:35][CH2:36][CH3:37])[C:29](OCC)=[O:30])=[CH:23][CH:22]=1)#[N:14].N12CCCN=C1CCCCC2.C(N(CC)C1C=CC=CC=1)C. The catalyst is Cl. The product is [O:30]=[C:29]1[C:28]([CH2:27][C:24]2[CH:25]=[CH:26][C:21]([C:16]3[C:15]([C:13]#[N:14])=[CH:20][CH:19]=[CH:18][CH:17]=3)=[CH:22][CH:23]=2)=[C:34]([CH2:35][CH2:36][CH3:37])[N:12]2[N:11]=[CH:10][CH:9]=[C:8]2[N:7]1[CH:4]1[CH2:3][CH2:2][O:1][CH2:6][CH2:5]1. The yield is 0.880.